Dataset: Full USPTO retrosynthesis dataset with 1.9M reactions from patents (1976-2016). Task: Predict the reactants needed to synthesize the given product. (1) Given the product [CH3:41][O:42][C:43]1[CH:51]=[C:50]([O:52][CH3:53])[CH:49]=[CH:48][C:44]=1[CH2:45][O:46][NH:47][C:38]([C:36]1[O:37][C:33]([C:30]2[CH:29]=[CH:28][C:27]([CH:25]=[O:26])=[CH:32][CH:31]=2)=[CH:34][CH:35]=1)=[O:40], predict the reactants needed to synthesize it. The reactants are: F[P-](F)(F)(F)(F)F.N1(OC(N(C)C)=[N+](C)C)C2N=CC=CC=2N=N1.[CH:25]([C:27]1[CH:32]=[CH:31][C:30]([C:33]2[O:37][C:36]([C:38]([OH:40])=O)=[CH:35][CH:34]=2)=[CH:29][CH:28]=1)=[O:26].[CH3:41][O:42][C:43]1[CH:51]=[C:50]([O:52][CH3:53])[CH:49]=[CH:48][C:44]=1[CH2:45][O:46][NH2:47].CCN(C(C)C)C(C)C.C(=O)(O)[O-].[Na+]. (2) The reactants are: [CH3:1][S:2](Cl)(=[O:4])=[O:3].[Cl:6][C:7]1[CH:8]=[C:9]([CH:23]=[CH:24][C:25]=1[Cl:26])[O:10][CH2:11][C:12]1[C:21]([CH3:22])=[CH:20][C:15]2[C:16]([NH2:19])=[N:17][O:18][C:14]=2[CH:13]=1.C(N(CC)CC)C. Given the product [Cl:6][C:7]1[CH:8]=[C:9]([CH:23]=[CH:24][C:25]=1[Cl:26])[O:10][CH2:11][C:12]1[C:21]([CH3:22])=[CH:20][C:15]2[C:16]([NH:19][S:2]([CH3:1])(=[O:4])=[O:3])=[N:17][O:18][C:14]=2[CH:13]=1, predict the reactants needed to synthesize it.